The task is: Predict the product of the given reaction.. This data is from Forward reaction prediction with 1.9M reactions from USPTO patents (1976-2016). (1) Given the reactants [Br:1][C:2]1[CH:3]=[C:4]([NH:8][C:9]2[C:18]3[C:13](=[CH:14][CH:15]=[C:16]([NH2:19])[CH:17]=3)[N:12]=[CH:11][N:10]=2)[CH:5]=[CH:6][CH:7]=1.N1C=CC=CC=1.[C:26](Cl)(=[O:29])[CH2:27][CH3:28], predict the reaction product. The product is: [Br:1][C:2]1[CH:3]=[C:4]([NH:8][C:9]2[C:18]3[C:13](=[CH:14][CH:15]=[C:16]([NH:19][C:26](=[O:29])[CH2:27][CH3:28])[CH:17]=3)[N:12]=[CH:11][N:10]=2)[CH:5]=[CH:6][CH:7]=1. (2) Given the reactants [C:1]([C:5]1[CH:10]=[CH:9][C:8]([CH:11]([OH:23])[CH2:12][C:13]([C:15]2[CH:20]=[CH:19][C:18]([O:21][CH3:22])=[CH:17][CH:16]=2)=[O:14])=[CH:7][CH:6]=1)([CH3:4])([CH3:3])[CH3:2].[C:24]([C:28]1[CH:33]=[CH:32][C:31]([C:34](=[O:46])[CH2:35][CH:36]([OH:45])[C:37]2[CH:42]=[CH:41][C:40]([O:43][CH3:44])=[CH:39][CH:38]=2)=[CH:30][CH:29]=1)([CH3:27])([CH3:26])[CH3:25], predict the reaction product. The product is: [C:1]([C:5]1[CH:10]=[CH:9][C:8]([CH:11]([OH:23])[CH2:12][C:13]([C:15]2[CH:20]=[CH:19][C:18]([O:21][CH3:22])=[CH:17][CH:16]=2)=[O:14])=[CH:7][CH:6]=1)([CH3:4])([CH3:2])[CH3:3].[CH3:27][C:24]([C:28]1[CH:29]=[CH:30][C:31]([C:34]([CH2:35][C:36]([C:37]2[CH:38]=[CH:39][C:40]([O:43][CH3:44])=[CH:41][CH:42]=2)=[O:45])=[O:46])=[CH:32][CH:33]=1)([CH3:25])[CH3:26]. (3) The product is: [CH2:13]([N:1]1[C:9]2[C:4](=[CH:5][CH:6]=[C:7]([CH:10]=[O:11])[CH:8]=2)[CH:3]=[CH:2]1)[CH2:14][C:15]1[CH:20]=[CH:19][CH:18]=[CH:17][CH:16]=1. Given the reactants [NH:1]1[C:9]2[C:4](=[CH:5][CH:6]=[C:7]([CH:10]=[O:11])[CH:8]=2)[CH:3]=[CH:2]1.Br[CH2:13][CH2:14][C:15]1[CH:20]=[CH:19][CH:18]=[CH:17][CH:16]=1, predict the reaction product. (4) Given the reactants I[C:2]1[N:3]=[CH:4][N:5]([C:7]2[N:12]=[C:11]([C:13]([F:16])([F:15])[F:14])[CH:10]=[C:9]([C:17]3[CH:22]=[CH:21][C:20]([C:23]([F:26])([F:25])[F:24])=[C:19]([CH3:27])[CH:18]=3)[N:8]=2)[CH:6]=1.[C:28]([NH:32][S:33]([C:36]1[CH:41]=[CH:40][C:39](B(O)O)=[CH:38][CH:37]=1)(=[O:35])=[O:34])([CH3:31])([CH3:30])[CH3:29], predict the reaction product. The product is: [C:28]([NH:32][S:33]([C:36]1[CH:41]=[CH:40][C:39]([C:2]2[N:3]=[CH:4][N:5]([C:7]3[N:12]=[C:11]([C:13]([F:16])([F:15])[F:14])[CH:10]=[C:9]([C:17]4[CH:22]=[CH:21][C:20]([C:23]([F:25])([F:26])[F:24])=[C:19]([CH3:27])[CH:18]=4)[N:8]=3)[CH:6]=2)=[CH:38][CH:37]=1)(=[O:35])=[O:34])([CH3:31])([CH3:29])[CH3:30]. (5) Given the reactants [F:1][C:2]1[C:7]([CH:8]=[N:9]O)=[CH:6][CH:5]=[CH:4][C:3]=1[C:11]1[N:15]([S:16]([C:19]2[CH:20]=[N:21][CH:22]=[CH:23][CH:24]=2)(=[O:18])=[O:17])[CH:14]=[C:13]([CH2:25][N:26]([CH3:34])[C:27](=[O:33])[O:28][C:29]([CH3:32])([CH3:31])[CH3:30])[CH:12]=1.C(N(CC)CC)C.CS(Cl)(=O)=O.O, predict the reaction product. The product is: [C:8]([C:7]1[C:2]([F:1])=[C:3]([C:11]2[N:15]([S:16]([C:19]3[CH:20]=[N:21][CH:22]=[CH:23][CH:24]=3)(=[O:17])=[O:18])[CH:14]=[C:13]([CH2:25][N:26]([CH3:34])[C:27](=[O:33])[O:28][C:29]([CH3:31])([CH3:32])[CH3:30])[CH:12]=2)[CH:4]=[CH:5][CH:6]=1)#[N:9]. (6) Given the reactants [Cl:1][C:2]1[CH:3]=[C:4]([CH:9]([CH2:17][CH:18]2[CH2:22][CH2:21][CH:20]([OH:23])[CH2:19]2)[C:10]([NH:12][C:13]([NH:15][CH3:16])=[O:14])=[O:11])[CH:5]=[CH:6][C:7]=1[Cl:8].[Cr](Cl)([O-])(=O)=O.[NH+]1C=CC=CC=1, predict the reaction product. The product is: [Cl:1][C:2]1[CH:3]=[C:4]([CH:9]([CH2:17][CH:18]2[CH2:22][CH2:21][C:20](=[O:23])[CH2:19]2)[C:10]([NH:12][C:13]([NH:15][CH3:16])=[O:14])=[O:11])[CH:5]=[CH:6][C:7]=1[Cl:8]. (7) The product is: [NH2:42][CH:39]1[CH2:40][CH2:41][N:37]([C:35](=[O:36])[CH2:34][C:31]2[CH:32]=[CH:33][C:25]3[NH:24][C:23]4[CH:50]=[C:19]([C:12]5[CH:13]=[CH:14][C:15]([N+:16]([O-:18])=[O:17])=[C:10]([O:9][CH3:8])[CH:11]=5)[CH:20]=[CH:21][C:22]=4[C:28](=[O:29])[NH:27][C:26]=3[CH:30]=2)[CH2:38]1. Given the reactants FC(F)(F)C(O)=O.[CH3:8][O:9][C:10]1[CH:11]=[C:12]([C:19]2[CH:20]=[CH:21][C:22]3[C:28](=[O:29])[NH:27][C:26]4[CH:30]=[C:31]([CH2:34][C:35]([N:37]5[CH2:41][CH2:40][CH:39]([NH:42]C(=O)OC(C)(C)C)[CH2:38]5)=[O:36])[CH:32]=[CH:33][C:25]=4[NH:24][C:23]=3[CH:50]=2)[CH:13]=[CH:14][C:15]=1[N+:16]([O-:18])=[O:17], predict the reaction product. (8) Given the reactants [CH3:1][C:2]1[N:9]2[C:5]([S:6][C:7]([C:10]([NH:12][NH2:13])=[O:11])=[N:8]2)=[CH:4][N:3]=1.[Cl:14][C:15]1[CH:20]=[CH:19][C:18]([CH2:21][N:22]=[C:23]=O)=[CH:17][C:16]=1[Cl:25].ClC(Cl)(Cl)Cl.CCN(CC)CC.C1(P(C2C=CC=CC=2)C2C=CC=CC=2)C=CC=CC=1, predict the reaction product. The product is: [Cl:25][C:16]1[CH:17]=[C:18]([CH:19]=[CH:20][C:15]=1[Cl:14])[CH2:21][NH:22][C:23]1[O:11][C:10]([C:7]2[S:6][C:5]3=[CH:4][N:3]=[C:2]([CH3:1])[N:9]3[N:8]=2)=[N:12][N:13]=1. (9) Given the reactants [F:1][C:2]1[CH:19]=[CH:18][CH:17]=[CH:16][C:3]=1[CH2:4][N:5]1[C:9]2=[N:10][CH:11]=[N:12][CH:13]=[C:8]2[C:7]([C:14]#[N:15])=[N:6]1.C[O-].[Na+].[C:23]([OH:26])(=[O:25])[CH3:24].[Cl-].[NH4+:28], predict the reaction product. The product is: [C:23]([OH:26])(=[O:25])[CH3:24].[F:1][C:2]1[CH:19]=[CH:18][CH:17]=[CH:16][C:3]=1[CH2:4][N:5]1[C:9]2=[N:10][CH:11]=[N:12][CH:13]=[C:8]2[C:7]([C:14](=[NH:28])[NH2:15])=[N:6]1.